From a dataset of Forward reaction prediction with 1.9M reactions from USPTO patents (1976-2016). Predict the product of the given reaction. (1) Given the reactants [C:1]1([C:27]2[CH:32]=[CH:31][CH:30]=[CH:29][CH:28]=2)[CH:6]=[CH:5][C:4]([N:7]2[C:20]3[C:15](=[CH:16][CH:17]=[CH:18][CH:19]=3)[CH2:14][C:13]3[CH:12]=[C:11]([C:21]4[CH:26]=[CH:25][CH:24]=[CH:23][CH:22]=4)[CH:10]=[CH:9][C:8]2=3)=[CH:3][CH:2]=1.[Br:33]C1CC(=O)NC1=O, predict the reaction product. The product is: [C:1]1([C:27]2[CH:28]=[CH:29][CH:30]=[CH:31][CH:32]=2)[CH:6]=[CH:5][C:4]([N:7]2[C:8]3[C:13](=[CH:12][C:11]([C:21]4[CH:26]=[CH:25][CH:24]=[CH:23][CH:22]=4)=[CH:10][CH:9]=3)[CH2:14][C:15]3[CH:16]=[C:17]([Br:33])[CH:18]=[CH:19][C:20]2=3)=[CH:3][CH:2]=1. (2) Given the reactants [CH:1]1([CH2:4][O:5][C:6]2[CH:21]=[CH:20][C:9]3[CH:10]=[C:11]([C@H:13]4[CH2:18][CH2:17][C@H:16]([OH:19])[CH2:15][CH2:14]4)[O:12][C:8]=3[CH:7]=2)[CH2:3][CH2:2]1.Cl[CH2:23][C:24]([N:26]1[CH2:31][CH2:30][O:29][CH2:28][CH2:27]1)=[O:25].C(O[K])(C)(C)C, predict the reaction product. The product is: [CH:1]1([CH2:4][O:5][C:6]2[CH:21]=[CH:20][C:9]3[CH:10]=[C:11]([C@H:13]4[CH2:18][CH2:17][C@H:16]([O:19][CH2:23][C:24]([N:26]5[CH2:31][CH2:30][O:29][CH2:28][CH2:27]5)=[O:25])[CH2:15][CH2:14]4)[O:12][C:8]=3[CH:7]=2)[CH2:2][CH2:3]1. (3) Given the reactants [Li+].[OH-].C[O:4][C:5](=[O:43])[CH2:6][NH:7][C:8]([C:10]1[C:19]2[C:14](=[CH:15][CH:16]=[CH:17][CH:18]=2)[C:13]([C:20]2[CH2:24][C:23]([C:29]3[CH:34]=[C:33]([C:35]([F:38])([F:37])[F:36])[CH:32]=[C:31]([C:39]([F:42])([F:41])[F:40])[CH:30]=3)([C:25]([F:28])([F:27])[F:26])[O:22][N:21]=2)=[CH:12][CH:11]=1)=[O:9], predict the reaction product. The product is: [F:38][C:35]([F:36])([F:37])[C:33]1[CH:34]=[C:29]([C:23]2([C:25]([F:26])([F:27])[F:28])[O:22][N:21]=[C:20]([C:13]3[C:14]4[C:19](=[CH:18][CH:17]=[CH:16][CH:15]=4)[C:10]([C:8]([NH:7][CH2:6][C:5]([OH:43])=[O:4])=[O:9])=[CH:11][CH:12]=3)[CH2:24]2)[CH:30]=[C:31]([C:39]([F:40])([F:42])[F:41])[CH:32]=1. (4) Given the reactants ClC1C=CC(N([C@H]2C3C(=CC=CC=3)N([C:22]([C:24]3[CH:25]=[N:26]N(C(C)C)C=3)=[O:23])[C@@H](C)C2)C(=[O:11])C)=CC=1.C(N1C=[C:39]([C:41]([Cl:43])=[O:42])[CH:38]=N1)(C)C.Br[CH2:45][C:46]([O:48][CH2:49][CH3:50])=[O:47].[C:51](=O)([O-])[O-:52].[K+].[K+].[I-].[K+].C[N:60]([CH:62]=[O:63])C, predict the reaction product. The product is: [Cl:43][C:41]([C:39]1[O:11][N:60]=[C:62]([O:63][CH2:45][C:46]([O:48][CH2:49][CH3:50])=[O:47])[CH:38]=1)=[O:42].[CH2:49]([O:48][C:46](=[O:47])[CH2:45][O:63][C:25]1[CH:24]=[C:22]([C:51]([O:42][CH3:41])=[O:52])[O:23][N:26]=1)[CH3:50]. (5) Given the reactants Br[C:2]1[CH:10]=[CH:9][C:8]([CH3:11])=[CH:7][C:3]=1[C:4]([OH:6])=[O:5].[C:12]([C:15]1[CH:16]=[C:17](B(O)O)[CH:18]=[CH:19][CH:20]=1)([OH:14])=[O:13].C([O-])([O-])=O.[Na+].[Na+], predict the reaction product. The product is: [CH3:11][C:8]1[CH:7]=[C:3]([C:4]([OH:6])=[O:5])[C:2]([C:19]2[CH:18]=[CH:17][CH:16]=[C:15]([C:12]([OH:14])=[O:13])[CH:20]=2)=[CH:10][CH:9]=1. (6) Given the reactants [CH3:1][O:2][C:3]1[CH:8]=[CH:7][C:6]([C:9](=[O:23])[CH2:10][N:11]2[C:16](=[O:17])[C:15]3[CH:18]=[C:19]([CH3:21])[S:20][C:14]=3[NH:13][C:12]2=[O:22])=[CH:5][CH:4]=1.Br[CH2:25][C:26]1[CH:31]=[CH:30][C:29]([C:32]2[C:33]([C:38]#[N:39])=[CH:34][CH:35]=[CH:36][CH:37]=2)=[CH:28][C:27]=1[F:40].[C:41](=[O:44])([O-])[O-:42].[K+].[K+].C(#[N:49])C, predict the reaction product. The product is: [F:40][C:27]1[CH:28]=[C:29]([C:32]2[CH:37]=[CH:36][CH:35]=[CH:34][C:33]=2[C:38]2[NH:49][C:41](=[O:44])[O:42][N:39]=2)[CH:30]=[CH:31][C:26]=1[CH2:25][N:13]1[C:14]2[S:20][C:19]([CH3:21])=[CH:18][C:15]=2[C:16](=[O:17])[N:11]([CH2:10][C:9]([C:6]2[CH:7]=[CH:8][C:3]([O:2][CH3:1])=[CH:4][CH:5]=2)=[O:23])[C:12]1=[O:22].